Dataset: Reaction yield outcomes from USPTO patents with 853,638 reactions. Task: Predict the reaction yield, written as a fraction of the theoretical maximum amount of product (1.0 means a 100% yield; for example, 0.34 means a 34% yield). (1) The catalyst is Cl[Pd](Cl)([P](C1C=CC=CC=1)(C1C=CC=CC=1)C1C=CC=CC=1)[P](C1C=CC=CC=1)(C1C=CC=CC=1)C1C=CC=CC=1.CN(C=O)C. The reactants are [NH2:1][C:2]1[N:3]=[C:4]([CH3:19])[C:5]2[CH:11]=[C:10](Br)[C:9](=[O:13])[N:8]([CH:14]3[CH2:18][CH2:17][CH2:16][CH2:15]3)[C:6]=2[N:7]=1.[OH:20][C:21]1[CH:22]=[C:23](B(O)O)[CH:24]=[CH:25][CH:26]=1.C(=O)([O-])[O-].[K+].[K+]. The product is [NH2:1][C:2]1[N:3]=[C:4]([CH3:19])[C:5]2[CH:11]=[C:10]([C:25]3[CH:24]=[CH:23][CH:22]=[C:21]([OH:20])[CH:26]=3)[C:9](=[O:13])[N:8]([CH:14]3[CH2:18][CH2:17][CH2:16][CH2:15]3)[C:6]=2[N:7]=1. The yield is 0.790. (2) The reactants are [CH3:1][C:2]1[CH:3]=[C:4]([C:9]2[N:10]=[C:11]([NH2:20])[S:12][C:13]=2[C:14]2[CH:19]=[CH:18][N:17]=[CH:16][CH:15]=2)[CH:5]=[C:6]([CH3:8])[CH:7]=1.[C:21](Cl)(=[O:24])[CH2:22][CH3:23].C(=O)([O-])O.[Na+]. The catalyst is CN(C)C1C=CN=CC=1.CN(C)C(=O)C. The product is [CH3:1][C:2]1[CH:3]=[C:4]([C:9]2[N:10]=[C:11]([NH:20][C:21](=[O:24])[CH2:22][CH3:23])[S:12][C:13]=2[C:14]2[CH:19]=[CH:18][N:17]=[CH:16][CH:15]=2)[CH:5]=[C:6]([CH3:8])[CH:7]=1. The yield is 0.670.